Dataset: Full USPTO retrosynthesis dataset with 1.9M reactions from patents (1976-2016). Task: Predict the reactants needed to synthesize the given product. (1) Given the product [CH3:1][C:2]1[CH:19]=[CH:18][C:5]2[N:6]([C:12]3[CH:13]=[CH:14][CH:15]=[CH:16][CH:17]=3)[C:7]([C@@H:9]([NH:11][C:21]3[N:29]=[CH:28][N:27]=[C:26]4[C:22]=3[N:23]=[CH:24][NH:25]4)[CH3:10])=[N:8][C:4]=2[CH:3]=1, predict the reactants needed to synthesize it. The reactants are: [CH3:1][C:2]1[CH:19]=[CH:18][C:5]2[N:6]([C:12]3[CH:17]=[CH:16][CH:15]=[CH:14][CH:13]=3)[C:7]([C@@H:9]([NH2:11])[CH3:10])=[N:8][C:4]=2[CH:3]=1.Cl[C:21]1[N:29]=[CH:28][N:27]=[C:26]2[C:22]=1[N:23]=[CH:24][NH:25]2.CCN(C(C)C)C(C)C. (2) Given the product [CH3:10][N:11]1[CH2:12][CH2:13][N:14]([C:17]2[CH:22]=[C:21]([C:23]3[CH:32]=[C:31]4[C:26]([CH2:27][CH2:28][N:29]([C:6]([N:1]5[CH2:5][CH2:4][CH2:3][CH2:2]5)=[O:7])[CH2:30]4)=[CH:25][CH:24]=3)[N:20]=[C:19]([NH2:33])[N:18]=2)[CH2:15][CH2:16]1, predict the reactants needed to synthesize it. The reactants are: [N:1]1([C:6](Cl)=[O:7])[CH2:5][CH2:4][CH2:3][CH2:2]1.Cl.[CH3:10][N:11]1[CH2:16][CH2:15][N:14]([C:17]2[CH:22]=[C:21]([C:23]3[CH:32]=[C:31]4[C:26]([CH2:27][CH2:28][NH:29][CH2:30]4)=[CH:25][CH:24]=3)[N:20]=[C:19]([NH2:33])[N:18]=2)[CH2:13][CH2:12]1. (3) The reactants are: [CH:1](=[CH:8][NH2:9])[C:2]1[CH:7]=[CH:6][CH:5]=[CH:4][CH:3]=1.[CH:10]1[C:19]2[C:14](=[CH:15][CH:16]=[CH:17][CH:18]=2)[CH:13]=[CH:12][C:11]=1[CH:20]=[O:21].S([CH2:32][N+:33]#[C-:34])(C1C=CC(C)=CC=1)(=O)=O.C([O-])([O-])=O.[K+].[K+]. Given the product [CH3:34][N:33]1[C:1]([C:2]2[CH:7]=[CH:6][C:5]3[C:4](=[CH:10][CH:11]=[CH:12][CH:13]=3)[CH:3]=2)=[CH:8][N:9]=[CH:32]1.[CH:10]1[C:19]2[C:14](=[CH:15][CH:16]=[CH:17][CH:18]=2)[CH:13]=[CH:12][C:11]=1[C:20]1[O:21][CH:34]=[N:33][CH:32]=1, predict the reactants needed to synthesize it. (4) Given the product [CH3:1][C:2]1[S:3][C:4]2[CH:10]=[CH:9][C:8]([C:11]([NH:19][CH2:18][C:17]3[CH:20]=[CH:21][CH:22]=[CH:23][C:16]=3[C:15]([F:14])([F:24])[F:25])=[O:13])=[CH:7][C:5]=2[N:6]=1, predict the reactants needed to synthesize it. The reactants are: [CH3:1][C:2]1[S:3][C:4]2[CH:10]=[CH:9][C:8]([C:11]([OH:13])=O)=[CH:7][C:5]=2[N:6]=1.[F:14][C:15]([F:25])([F:24])[C:16]1[CH:23]=[CH:22][CH:21]=[CH:20][C:17]=1[CH2:18][NH2:19].C(Cl)CCl. (5) Given the product [F:28][C:29]1[CH:36]=[CH:35][C:32]([CH:33]2[CH:12]([C:13]3[N:17]([CH3:18])[N:16]=[CH:15][N:14]=3)[C:4](=[O:19])[C:3]3[CH:2]([CH2:10][CH2:9][CH2:8][C:7]=3[C:6]([OH:5])=[O:11])[NH:1]2)=[CH:31][CH:30]=1, predict the reactants needed to synthesize it. The reactants are: [NH2:1][CH:2]1[CH2:10][CH2:9][CH2:8][C:7]2[C:6](=[O:11])[O:5][C:4]([OH:19])([CH2:12][C:13]3[N:17]([CH3:18])[N:16]=[CH:15][N:14]=3)[C:3]1=2.N1CCC[C@H]1C(O)=O.[F:28][C:29]1[CH:36]=[CH:35][C:32]([CH:33]=O)=[CH:31][CH:30]=1.